From a dataset of Retrosynthesis with 50K atom-mapped reactions and 10 reaction types from USPTO. Predict the reactants needed to synthesize the given product. (1) Given the product C=Cc1ccc([N+](=O)[O-])c(C)n1, predict the reactants needed to synthesize it. The reactants are: CC(=O)[O-].Cc1nc(Br)ccc1[N+](=O)[O-]. (2) Given the product O=C(OC(Cn1ccnc1)c1ccc2ccccc2c1)c1ccccc1, predict the reactants needed to synthesize it. The reactants are: O=C(Cl)c1ccccc1.OC(Cn1ccnc1)c1ccc2ccccc2c1. (3) Given the product CCCCC/C=C\C/C=C\C/C=C\CCCCCO, predict the reactants needed to synthesize it. The reactants are: CCCCC/C=C\C/C=C\C/C=C\CCCCC(=O)O. (4) Given the product O=C(Nc1cccc(Cl)c1)c1ccc(N2CCNCC2)nc1, predict the reactants needed to synthesize it. The reactants are: CC(C)(C)OC(=O)N1CCN(c2ccc(C(=O)Nc3cccc(Cl)c3)cn2)CC1. (5) Given the product COc1cc(-c2cccnc2Oc2ccc(Nc3ccc(C)cn3)cc2)ccn1, predict the reactants needed to synthesize it. The reactants are: COc1cc(B(O)O)ccn1.Cc1ccc(Nc2ccc(Oc3ncccc3Br)cc2)nc1. (6) The reactants are: N=C(NN)NCc1ccco1.O=Cc1c(Cl)cccc1Cl. Given the product N=C(NCc1ccco1)NN=Cc1c(Cl)cccc1Cl, predict the reactants needed to synthesize it. (7) The reactants are: CCC(C)(O)C#Cc1ccc(C(CC2CCCC2)C(=O)O)cc1.Nc1nccs1. Given the product CCC(C)(O)C#Cc1ccc(C(CC2CCCC2)C(=O)Nc2nccs2)cc1, predict the reactants needed to synthesize it. (8) Given the product COC1CCN(C(=O)c2cc(Cc3n[nH]c(=O)c4cccc(N)c34)ccc2F)CC1, predict the reactants needed to synthesize it. The reactants are: COC1CCN(C(=O)c2cc(Cc3n[nH]c(=O)c4cccc([N+](=O)[O-])c34)ccc2F)CC1. (9) Given the product CCNC(=O)Oc1cn2ncnc(Oc3ccc(NC(=O)NC(=O)Cc4ccc(F)cc4)cc3F)c2c1C, predict the reactants needed to synthesize it. The reactants are: CCNC(=O)Oc1cn2ncnc(Oc3ccc(N)cc3F)c2c1C.O=C=NC(=O)Cc1ccc(F)cc1. (10) Given the product CCCc1cc(S(=O)(=O)NC(=O)NC)ccc1OC(C(=O)OC)c1ccc2c(c1)OCO2, predict the reactants needed to synthesize it. The reactants are: CCCc1cc(S(N)(=O)=O)ccc1OC(C(=O)OC)c1ccc2c(c1)OCO2.CN=C=O.